From a dataset of Forward reaction prediction with 1.9M reactions from USPTO patents (1976-2016). Predict the product of the given reaction. (1) Given the reactants [OH:1][C:2]1[CH:3]=[C:4]2[C:9](=[CH:10][CH:11]=1)[C:8](=[O:12])[CH2:7][CH2:6][CH2:5]2.[F:13][C:14]([F:27])([F:26])[S:15](O[S:15]([C:14]([F:27])([F:26])[F:13])(=[O:17])=[O:16])(=[O:17])=[O:16].Cl, predict the reaction product. The product is: [F:13][C:14]([F:27])([F:26])[S:15]([O:1][C:2]1[CH:11]=[CH:10][C:9]2[C:8](=[O:12])[CH2:7][CH2:6][CH2:5][C:4]=2[CH:3]=1)(=[O:17])=[O:16]. (2) Given the reactants Br[C:2]1[C:10]2[C:5](=[CH:6][C:7]([S:11]([N:14]([CH2:20][C:21]3[CH:26]=[CH:25][C:24]([O:27][CH3:28])=[CH:23][C:22]=3[O:29][CH3:30])[C:15]3[S:19][N:18]=[CH:17][N:16]=3)(=[O:13])=[O:12])=[CH:8][CH:9]=2)[NH:4][CH:3]=1.[CH3:31][N:32]1[C:36]([C:37]2[CH:42]=[C:41]([C:43]([F:46])([F:45])[F:44])[CH:40]=[CH:39][C:38]=2B(O)O)=[CH:35][CH:34]=[N:33]1.P([O-])([O-])([O-])=O.[K+].[K+].[K+].O1CCOCC1, predict the reaction product. The product is: [CH3:30][O:29][C:22]1[CH:23]=[C:24]([O:27][CH3:28])[CH:25]=[CH:26][C:21]=1[CH2:20][N:14]([C:15]1[S:19][N:18]=[CH:17][N:16]=1)[S:11]([C:7]1[CH:6]=[C:5]2[C:10]([C:2]([C:38]3[CH:39]=[CH:40][C:41]([C:43]([F:46])([F:44])[F:45])=[CH:42][C:37]=3[C:36]3[N:32]([CH3:31])[N:33]=[CH:34][CH:35]=3)=[CH:3][NH:4]2)=[CH:9][CH:8]=1)(=[O:12])=[O:13]. (3) The product is: [C:11]([C@@H:15]1[N:19]([C:20]2[CH:21]=[C:22]([Cl:27])[CH:23]=[C:24]([Cl:26])[CH:25]=2)[C:18](=[O:28])[C@@:17]([CH3:29])([CH2:43][C:42]2[CH:45]=[CH:46][C:39]([O:38][C:37]([F:48])([F:47])[F:36])=[CH:40][CH:41]=2)[N:16]1[C:30](=[O:35])[C:31]([F:33])([F:34])[F:32])([CH3:12])([CH3:13])[CH3:14]. Given the reactants C[Si]([N-][Si](C)(C)C)(C)C.[Li+].[C:11]([C@@H:15]1[N:19]([C:20]2[CH:25]=[C:24]([Cl:26])[CH:23]=[C:22]([Cl:27])[CH:21]=2)[C:18](=[O:28])[C@@H:17]([CH3:29])[N:16]1[C:30](=[O:35])[C:31]([F:34])([F:33])[F:32])([CH3:14])([CH3:13])[CH3:12].[F:36][C:37]([F:48])([F:47])[O:38][C:39]1[CH:46]=[CH:45][C:42]([CH2:43]Br)=[CH:41][CH:40]=1, predict the reaction product. (4) The product is: [CH3:11][O:12][C:13]([N:15]1[CH2:20][CH2:19][CH2:18][CH:17]([N:21]2[C:35]3[CH:34]=[CH:33][CH:32]=[C:31]([Cl:37])[C:30]=3[C:25]3=[N:26][O:27][C:28]([CH3:29])=[C:24]3[C:22]2=[O:23])[CH2:16]1)=[O:14]. Given the reactants C[Si]([N-][Si](C)(C)C)(C)C.[K+].[CH3:11][O:12][C:13]([N:15]1[CH2:20][CH2:19][CH2:18][CH:17]([NH:21][C:22]([C:24]2[C:25]([C:30]3[C:35](F)=[CH:34][CH:33]=[CH:32][C:31]=3[Cl:37])=[N:26][O:27][C:28]=2[CH3:29])=[O:23])[CH2:16]1)=[O:14], predict the reaction product.